From a dataset of Catalyst prediction with 721,799 reactions and 888 catalyst types from USPTO. Predict which catalyst facilitates the given reaction. (1) Reactant: [C:1]([C:5]1[CH:6]=[C:7]([CH:11]2[CH2:16][CH:15]([C:17](=[O:24])[CH2:18][C:19](OCC)=[O:20])[CH2:14][CH2:13][N:12]2[C:25]([O:27][CH3:28])=[O:26])[CH:8]=[CH:9][CH:10]=1)([CH3:4])([CH3:3])[CH3:2].[OH-].[Na+].[NH2:31]O.Cl. Product: [C:1]([C:5]1[CH:6]=[C:7]([C@H:11]2[CH2:16][C@@H:15]([C:17]3[O:24][NH:31][C:19](=[O:20])[CH:18]=3)[CH2:14][CH2:13][N:12]2[C:25]([O:27][CH3:28])=[O:26])[CH:8]=[CH:9][CH:10]=1)([CH3:4])([CH3:3])[CH3:2]. The catalyst class is: 24. (2) Reactant: [C:1]1([CH:7](C)[C:8](O)=[O:9])C=CC=CC=1.O=S(Cl)Cl.[CH3:16][O:17][C:18](=[O:26])[C:19]1[CH:24]=[CH:23][CH:22]=[CH:21][C:20]=1[NH2:25].[CH3:27][CH2:28][CH2:29][CH2:30][CH2:31][CH3:32]. Product: [CH3:16][O:17][C:18](=[O:26])[C:19]1[CH:24]=[CH:23][CH:22]=[CH:21][C:20]=1[N:25]([C:29]1[CH:28]=[CH:27][CH:32]=[CH:31][CH:30]=1)[C:8](=[O:9])[CH2:7][CH3:1]. The catalyst class is: 25. (3) Reactant: [Cl:1][C:2]1[CH:3]=[C:4]([C@@:8]([C@@H:16]2[CH2:21][CH2:20][CH2:19][N:18]([C:22]([O:24][C:25]([CH3:28])([CH3:27])[CH3:26])=[O:23])[CH2:17]2)([O:12][CH2:13][CH2:14][OH:15])[CH2:9][CH2:10][CH3:11])[CH:5]=[CH:6][CH:7]=1.CCN(CC)CC.[CH3:36][S:37](Cl)(=[O:39])=[O:38].O. Product: [Cl:1][C:2]1[CH:3]=[C:4]([C@@:8]([C@@H:16]2[CH2:21][CH2:20][CH2:19][N:18]([C:22]([O:24][C:25]([CH3:27])([CH3:26])[CH3:28])=[O:23])[CH2:17]2)([O:12][CH2:13][CH2:14][O:15][S:37]([CH3:36])(=[O:39])=[O:38])[CH2:9][CH2:10][CH3:11])[CH:5]=[CH:6][CH:7]=1. The catalyst class is: 2. (4) Reactant: [CH3:1][C:2]1[CH:7]=[CH:6][C:5]([OH:8])=[CH:4][C:3]=1[N+:9]([O-:11])=[O:10].Cl.Cl[CH2:14][CH2:15][N:16]([CH3:18])[CH3:17].C([O-])([O-])=O.[K+].[K+]. Product: [CH3:17][N:16]([CH3:18])[CH2:15][CH2:14][O:8][C:5]1[CH:6]=[CH:7][C:2]([CH3:1])=[C:3]([N+:9]([O-:11])=[O:10])[CH:4]=1. The catalyst class is: 131. (5) Reactant: [CH:1]1([C:7]2[CH:31]=[CH:30][C:10]([C:11]([N:13]3[C:19]4[CH:20]=[CH:21][CH:22]=[CH:23][C:18]=4[CH2:17][N:16]4[C:24]([C:27](Cl)=[O:28])=[CH:25][CH:26]=[C:15]4[CH2:14]3)=[O:12])=[CH:9][CH:8]=2)[CH2:6][CH2:5][CH2:4][CH2:3][CH2:2]1.C(N(CC)C(C)C)(C)C.[CH3:41][O:42][C:43]1[CH:49]=[CH:48][C:46]([NH2:47])=[CH:45][CH:44]=1. Product: [CH3:41][O:42][C:43]1[CH:49]=[CH:48][C:46]([NH:47][C:27]([C:24]2[N:16]3[C:15]([CH2:14][N:13]([C:11](=[O:12])[C:10]4[CH:9]=[CH:8][C:7]([CH:1]5[CH2:2][CH2:3][CH2:4][CH2:5][CH2:6]5)=[CH:31][CH:30]=4)[C:19]4[CH:20]=[CH:21][CH:22]=[CH:23][C:18]=4[CH2:17]3)=[CH:26][CH:25]=2)=[O:28])=[CH:45][CH:44]=1. The catalyst class is: 4.